Dataset: Forward reaction prediction with 1.9M reactions from USPTO patents (1976-2016). Task: Predict the product of the given reaction. (1) Given the reactants [NH3:1].[S:2](=[O:6])(=[O:5])([OH:4])[OH:3], predict the reaction product. The product is: [S:2](=[O:4])(=[O:3])([OH:6])[OH:5].[NH3:1].[S:2]([O-:6])([O-:5])(=[O:4])=[O:3].[NH4+:1].[NH4+:1]. (2) Given the reactants [C:1]([C:3]1[C:4]([C:16]([F:19])([F:18])[F:17])=[C:5]2[C:9](=[CH:10][CH:11]=1)[N:8]([CH2:12][C:13]([OH:15])=O)[CH:7]=[CH:6]2)#[N:2].O[NH:21][C:22]([C:24]1[CH:29]=[C:28]([C:30]([F:33])([F:32])[F:31])[CH:27]=[C:26]([C:34]([F:37])([F:36])[F:35])[CH:25]=1)=[NH:23], predict the reaction product. The product is: [F:31][C:30]([F:32])([F:33])[C:28]1[CH:29]=[C:24]([C:22]2[N:23]=[C:13]([CH2:12][N:8]3[C:9]4[C:5](=[C:4]([C:16]([F:19])([F:18])[F:17])[C:3]([C:1]#[N:2])=[CH:11][CH:10]=4)[CH:6]=[CH:7]3)[O:15][N:21]=2)[CH:25]=[C:26]([C:34]([F:37])([F:36])[F:35])[CH:27]=1. (3) Given the reactants [NH2:1][C:2]1[C:6]2([CH2:11][CH2:10][CH2:9][CH2:8][CH2:7]2)[O:5][C:4](=[O:12])[C:3]=1[C:13]1[C:18]([CH3:19])=[CH:17][C:16]([C:20]2[CH:25]=[CH:24][CH:23]=[C:22]([NH2:26])[CH:21]=2)=[C:15]([Cl:27])[CH:14]=1.CCN(C(C)C)C(C)C.Cl[CH2:38][CH2:39][S:40](Cl)(=[O:42])=[O:41].Cl, predict the reaction product. The product is: [NH2:1][C:2]1[C:6]2([CH2:11][CH2:10][CH2:9][CH2:8][CH2:7]2)[O:5][C:4](=[O:12])[C:3]=1[C:13]1[C:18]([CH3:19])=[CH:17][C:16]([C:20]2[CH:25]=[CH:24][CH:23]=[C:22]([NH:26][S:40]([CH2:39][CH3:38])(=[O:42])=[O:41])[CH:21]=2)=[C:15]([Cl:27])[CH:14]=1.